From a dataset of Tox21: 12 toxicity assays (nuclear receptors and stress response pathways). Binary classification across 12 toxicity assays. (1) The molecule is CC(=O)[C@@]1(O)CC[C@H]2[C@@H]3CCC4=CC(=O)CC[C@]4(C)[C@H]3CC[C@@]21C. It tested positive (active) for: NR-AR (Androgen Receptor agonist activity), NR-AR-LBD (Androgen Receptor Ligand Binding Domain agonist), NR-ER (Estrogen Receptor agonist activity), and NR-ER-LBD (Estrogen Receptor Ligand Binding Domain agonist). (2) The drug is CCC(C)n1ncn(-c2ccc(N3CCN(c4ccc(OC[C@H]5CO[C@](Cn6cncn6)(c6ccc(Cl)cc6Cl)O5)cc4)CC3)cc2)c1=O. It tested positive (active) for: SR-ARE (Antioxidant Response Element (oxidative stress)).